Dataset: Catalyst prediction with 721,799 reactions and 888 catalyst types from USPTO. Task: Predict which catalyst facilitates the given reaction. (1) Reactant: FC(F)(F)S(O[C:7]1[CH:16]=[CH:15][C:14]2[C:9](=[C:10]([CH2:18][CH2:19][C:20]34[CH2:27][CH2:26][C:23]([NH:28][C:29]([O:31][C:32]([CH3:35])([CH3:34])[CH3:33])=[O:30])([CH2:24][CH2:25]3)[CH2:22][O:21]4)[C:11]([F:17])=[CH:12][N:13]=2)[N:8]=1)(=O)=O.[CH3:38][N:39]1CCCC1=O. Product: [C:38]([C:7]1[N:8]=[C:9]2[C:14](=[CH:15][CH:16]=1)[N:13]=[CH:12][C:11]([F:17])=[C:10]2[CH2:18][CH2:19][C:20]12[CH2:27][CH2:26][C:23]([NH:28][C:29](=[O:30])[O:31][C:32]([CH3:34])([CH3:35])[CH3:33])([CH2:24][CH2:25]1)[CH2:22][O:21]2)#[N:39]. The catalyst class is: 267. (2) Reactant: [CH2:1]([O:8][C:9]1[C:14]([C:15]([CH3:18])([CH3:17])[CH3:16])=[CH:13][CH:12]=[CH:11][C:10]=1[OH:19])[C:2]1[CH:7]=[CH:6][CH:5]=[CH:4][CH:3]=1.N1C=CC=CC=1.[S:26](O[S:26]([C:29]([F:32])([F:31])[F:30])(=[O:28])=[O:27])([C:29]([F:32])([F:31])[F:30])(=[O:28])=[O:27].O. Product: [F:30][C:29]([F:32])([F:31])[S:26]([O:19][C:10]1[CH:11]=[CH:12][CH:13]=[C:14]([C:15]([CH3:16])([CH3:18])[CH3:17])[C:9]=1[O:8][CH2:1][C:2]1[CH:3]=[CH:4][CH:5]=[CH:6][CH:7]=1)(=[O:28])=[O:27]. The catalyst class is: 4.